From a dataset of Forward reaction prediction with 1.9M reactions from USPTO patents (1976-2016). Predict the product of the given reaction. (1) Given the reactants [C:1]([NH:4][C:5]1[N:9]([C:10]2[CH:15]=[C:14]([S:16][CH2:17][C:18]([F:21])([F:20])[F:19])[C:13]([CH3:22])=[CH:12][C:11]=2[F:23])[N:8]=[C:7]([O:24][CH2:25][C:26]([F:32])([F:31])[C:27]([F:30])([F:29])[F:28])[CH:6]=1)(=O)[CH3:2].[H-].[Na+].Br[CH2:36]C#C.O, predict the reaction product. The product is: [F:23][C:11]1[CH:12]=[C:13]([CH3:22])[C:14]([S:16][CH2:17][C:18]([F:19])([F:20])[F:21])=[CH:15][C:10]=1[N:9]1[C:5]([NH:4][CH2:1][C:2]#[CH:36])=[CH:6][C:7]([O:24][CH2:25][C:26]([F:32])([F:31])[C:27]([F:29])([F:30])[F:28])=[N:8]1. (2) Given the reactants Br[C:2]1[CH:3]=[C:4]([F:12])[CH:5]=[C:6]2[C:10]=1[NH:9][CH:8]=[C:7]2[CH3:11].[Cl:13][C:14]1[CH:15]=[C:16]([OH:21])[CH:17]=[CH:18][C:19]=1[Cl:20].Cl.CN(C)CC(O)=O.C([O-])([O-])=O.[Cs+].[Cs+], predict the reaction product. The product is: [Cl:13][C:14]1[CH:15]=[C:16]([CH:17]=[CH:18][C:19]=1[Cl:20])[O:21][C:2]1[CH:3]=[C:4]([F:12])[CH:5]=[C:6]2[C:10]=1[NH:9][CH:8]=[C:7]2[CH3:11]. (3) Given the reactants [NH2:1][C:2]1[N:3]=[C:4]([NH2:14])[C:5]2[C:11]([CH3:12])=[CH:10][C:9](=O)[NH:8][C:6]=2[N:7]=1.CN(C=O)C.S(Cl)([Cl:22])=O, predict the reaction product. The product is: [NH2:1][C:2]1[N:3]=[C:4]([NH2:14])[C:5]2[C:11]([CH3:12])=[CH:10][C:9]([Cl:22])=[N:8][C:6]=2[N:7]=1. (4) Given the reactants [NH2:1][C:2]1[N:6]([C:7]2[C:12]([O:13][CH3:14])=[CH:11][C:10]([C:15]([F:18])([F:17])[F:16])=[CH:9][C:8]=2[Cl:19])[N:5]=[C:4]([C:20]#[N:21])[C:3]=1[S:22][C:23]([F:26])([F:25])[F:24].C(OO)(=[O:29])C.CCCCCCC.C(OCC)(=O)C.O, predict the reaction product. The product is: [NH2:1][C:2]1[N:6]([C:7]2[C:12]([O:13][CH3:14])=[CH:11][C:10]([C:15]([F:16])([F:17])[F:18])=[CH:9][C:8]=2[Cl:19])[N:5]=[C:4]([C:20]#[N:21])[C:3]=1[S:22]([C:23]([F:26])([F:25])[F:24])=[O:29]. (5) Given the reactants Cl[C:2]1[CH:3]=[CH:4][C:5]2[N:6]([C:8]([C:11]3[N:16]=[C:15]([NH:17][C@H:18]([C:20]4[CH:25]=[CH:24][CH:23]=[CH:22][CH:21]=4)[CH3:19])[CH:14]=[N:13][CH:12]=3)=[CH:9][N:10]=2)[CH:7]=1.C([O-])=O.[NH4+], predict the reaction product. The product is: [N:10]1[CH:9]=[C:8]([C:11]2[N:16]=[C:15]([NH:17][C@H:18]([C:20]3[CH:25]=[CH:24][CH:23]=[CH:22][CH:21]=3)[CH3:19])[CH:14]=[N:13][CH:12]=2)[N:6]2[CH:7]=[CH:2][CH:3]=[CH:4][C:5]=12. (6) The product is: [F:17][C:15]1[CH:16]=[C:11]([CH2:10][C@@H:9]([C:19]2[C:24]([C:25]3[CH:26]=[C:27]([CH:31]=[CH:32][CH:33]=3)[C:28]([NH2:30])=[O:29])=[CH:23][CH:22]=[CH:21][N:20]=2)[NH:8][C:45](=[O:46])[CH2:44][N:41]2[C:39]3[NH:40][C:35](=[O:34])[CH:36]=[CH:37][C:38]=3[CH:43]=[CH:42]2)[CH:12]=[C:13]([F:18])[CH:14]=1. Given the reactants FC(F)(F)C(O)=O.[NH2:8][C@H:9]([C:19]1[C:24]([C:25]2[CH:26]=[C:27]([CH:31]=[CH:32][CH:33]=2)[C:28]([NH2:30])=[O:29])=[CH:23][CH:22]=[CH:21][N:20]=1)[CH2:10][C:11]1[CH:16]=[C:15]([F:17])[CH:14]=[C:13]([F:18])[CH:12]=1.[O:34]=[C:35]1[NH:40][C:39]2[N:41]([CH2:44][C:45](O)=[O:46])[CH:42]=[CH:43][C:38]=2[CH:37]=[CH:36]1, predict the reaction product. (7) Given the reactants [CH2:1]([N:8]([CH2:22][C:23]1[CH:28]=[CH:27][CH:26]=[CH:25][CH:24]=1)[C@H:9]([CH2:20][OH:21])[C:10]([O:12][CH2:13][C:14]1[CH:19]=[CH:18][CH:17]=[CH:16][CH:15]=1)=[O:11])[C:2]1[CH:7]=[CH:6][CH:5]=[CH:4][CH:3]=1.S([O-])([O-])(=O)=O.[Na+].[Na+].[F:36][C:37]([F:45])(S(F)(=O)=O)C(O)=O, predict the reaction product. The product is: [CH2:22]([N:8]([CH2:1][C:2]1[CH:3]=[CH:4][CH:5]=[CH:6][CH:7]=1)[C@H:9]([CH2:20][O:21][CH:37]([F:45])[F:36])[C:10]([O:12][CH2:13][C:14]1[CH:15]=[CH:16][CH:17]=[CH:18][CH:19]=1)=[O:11])[C:23]1[CH:24]=[CH:25][CH:26]=[CH:27][CH:28]=1.